This data is from Full USPTO retrosynthesis dataset with 1.9M reactions from patents (1976-2016). The task is: Predict the reactants needed to synthesize the given product. Given the product [C:19]1([S:16]([NH:15][C:10]2[CH:9]=[C:8]([C:4]3[S:3][C:2]([NH:1][C:28](=[O:29])[CH2:27][O:26][CH3:25])=[N:6][C:5]=3[CH3:7])[CH:13]=[N:12][C:11]=2[Cl:14])(=[O:18])=[O:17])[CH:20]=[CH:21][CH:22]=[CH:23][CH:24]=1, predict the reactants needed to synthesize it. The reactants are: [NH2:1][C:2]1[S:3][C:4]([C:8]2[CH:9]=[C:10]([NH:15][S:16]([C:19]3[CH:24]=[CH:23][CH:22]=[CH:21][CH:20]=3)(=[O:18])=[O:17])[C:11]([Cl:14])=[N:12][CH:13]=2)=[C:5]([CH3:7])[N:6]=1.[CH3:25][O:26][CH2:27][C:28](Cl)=[O:29].